This data is from Reaction yield outcomes from USPTO patents with 853,638 reactions. The task is: Predict the reaction yield, written as a fraction of the theoretical maximum amount of product (1.0 means a 100% yield; for example, 0.34 means a 34% yield). (1) The reactants are [NH2:1][C:2]1[CH:7]=[CH:6][C:5]([N:8]2[C:14](=[O:15])[CH2:13][C:12](=[O:16])[NH:11][C:10]3[C:17]4[C:22]([CH:23]=[CH:24][C:9]2=3)=[CH:21][CH:20]=[CH:19][CH:18]=4)=[CH:4][CH:3]=1.[CH3:25][O:26][C:27]1[CH:28]=[C:29]([S:33](Cl)(=[O:35])=[O:34])[CH:30]=[CH:31][CH:32]=1. The catalyst is N1C=CC=CC=1. The product is [O:16]=[C:12]1[NH:11][C:10]2[C:17]3[C:22]([CH:23]=[CH:24][C:9]=2[N:8]([C:5]2[CH:6]=[CH:7][C:2]([NH:1][S:33]([C:29]4[CH:30]=[CH:31][CH:32]=[C:27]([O:26][CH3:25])[CH:28]=4)(=[O:35])=[O:34])=[CH:3][CH:4]=2)[C:14](=[O:15])[CH2:13]1)=[CH:21][CH:20]=[CH:19][CH:18]=3. The yield is 0.590. (2) The reactants are [NH2:1][CH2:2][C:3]1[C:4]([CH3:19])=[CH:5][C:6]([NH:11][C:12](=[O:18])[O:13][C:14]([CH3:17])([CH3:16])[CH3:15])=[N:7][C:8]=1[O:9][CH3:10].[Br:20][C:21]1[CH:22]=[C:23]([C:34](O)=[O:35])[C:24]2[C:25]([CH3:33])=[CH:26][N:27]([CH:30]([CH3:32])[CH3:31])[C:28]=2[CH:29]=1.C1C=NC2N(O)N=NC=2C=1.C(Cl)CCl. The catalyst is CN(C=O)C.CCOC(C)=O. The product is [Br:20][C:21]1[CH:22]=[C:23]([C:34]([NH:1][CH2:2][C:3]2[C:4]([CH3:19])=[CH:5][C:6]([NH:11][C:12](=[O:18])[O:13][C:14]([CH3:15])([CH3:16])[CH3:17])=[N:7][C:8]=2[O:9][CH3:10])=[O:35])[C:24]2[C:25]([CH3:33])=[CH:26][N:27]([CH:30]([CH3:31])[CH3:32])[C:28]=2[CH:29]=1. The yield is 0.990.